Dataset: Reaction yield outcomes from USPTO patents with 853,638 reactions. Task: Predict the reaction yield, written as a fraction of the theoretical maximum amount of product (1.0 means a 100% yield; for example, 0.34 means a 34% yield). The catalyst is CN1CCCC1=O.O. The product is [C:41]([C:40]1[CH:43]=[CH:44][C:37]([N:33]2[CH2:32][CH2:31][CH:30]([NH:29][C:27]([C:4]3[N:5]([CH3:26])[C:6]4[C:15]5[CH:14]=[CH:13][CH:12]=[CH:11][C:10]=5[N:9]([CH2:16][C:17](=[O:24])[C:18]5[CH:23]=[CH:22][CH:21]=[CH:20][CH:19]=5)[C:8](=[O:25])[C:7]=4[C:3]=3[O:2][CH3:1])=[O:28])[CH2:35][CH2:34]2)=[CH:38][CH:39]=1)#[N:42]. The reactants are [CH3:1][O:2][C:3]1[C:7]2[C:8](=[O:25])[N:9]([CH2:16][C:17](=[O:24])[C:18]3[CH:23]=[CH:22][CH:21]=[CH:20][CH:19]=3)[C:10]3[CH:11]=[CH:12][CH:13]=[CH:14][C:15]=3[C:6]=2[N:5]([CH3:26])[C:4]=1[C:27]([NH:29][CH:30]1[CH2:35][CH2:34][NH:33][CH2:32][CH2:31]1)=[O:28].F[C:37]1[CH:44]=[CH:43][C:40]([C:41]#[N:42])=[CH:39][CH:38]=1.C(=O)([O-])[O-].[K+].[K+]. The yield is 0.200.